From a dataset of Forward reaction prediction with 1.9M reactions from USPTO patents (1976-2016). Predict the product of the given reaction. (1) Given the reactants C(=O)([O-])[O-].[Ca+2].[C:6](Cl)(Cl)=[S:7].[Br:10][C:11]1[C:17]([F:18])=[CH:16][C:14]([NH2:15])=[CH:13][C:12]=1[Cl:19].Cl, predict the reaction product. The product is: [Br:10][C:11]1[C:17]([F:18])=[CH:16][C:14]([N:15]=[C:6]=[S:7])=[CH:13][C:12]=1[Cl:19]. (2) Given the reactants [C:1]([C:4]1[S:5][CH:6]=[C:7]([C:9]([OH:11])=O)[N:8]=1)(=[O:3])[CH3:2].[NH2:12][C@@H:13]([CH3:29])[CH2:14][N:15]1[CH:19]=[CH:18][C:17]([C:20]2[CH:27]=[CH:26][C:23]([C:24]#[N:25])=[C:22]([Cl:28])[CH:21]=2)=[N:16]1, predict the reaction product. The product is: [C:1]([C:4]1[S:5][CH:6]=[C:7]([C:9]([NH:12][C@@H:13]([CH3:29])[CH2:14][N:15]2[CH:19]=[CH:18][C:17]([C:20]3[CH:27]=[CH:26][C:23]([C:24]#[N:25])=[C:22]([Cl:28])[CH:21]=3)=[N:16]2)=[O:11])[N:8]=1)(=[O:3])[CH3:2]. (3) Given the reactants [H-].[Na+].CI.C(O[C:10]([NH:12][CH2:13][C:14]1[CH:23]=[CH:22][C:17]([C:18]([O:20][CH3:21])=[O:19])=[CH:16][CH:15]=1)=O)(C)(C)C, predict the reaction product. The product is: [CH3:10][NH:12][CH2:13][C:14]1[CH:23]=[CH:22][C:17]([C:18]([O:20][CH3:21])=[O:19])=[CH:16][CH:15]=1. (4) The product is: [F:35][C:34]([F:37])([F:36])[S:31]([O:1][C:2]1[CH2:7][CH2:6][CH:5]([CH2:8][C:9]([O:11][CH2:12][CH3:13])=[O:10])[CH2:4][CH:3]=1)(=[O:33])=[O:32]. Given the reactants [O:1]=[C:2]1[CH2:7][CH2:6][CH:5]([CH2:8][C:9]([O:11][CH2:12][CH3:13])=[O:10])[CH2:4][CH2:3]1.[Li+].C[Si]([N-][Si](C)(C)C)(C)C.C1(N([S:31]([C:34]([F:37])([F:36])[F:35])(=[O:33])=[O:32])[S:31]([C:34]([F:37])([F:36])[F:35])(=[O:33])=[O:32])C=CC=CC=1, predict the reaction product.